This data is from CYP1A2 inhibition data for predicting drug metabolism from PubChem BioAssay. The task is: Regression/Classification. Given a drug SMILES string, predict its absorption, distribution, metabolism, or excretion properties. Task type varies by dataset: regression for continuous measurements (e.g., permeability, clearance, half-life) or binary classification for categorical outcomes (e.g., BBB penetration, CYP inhibition). Dataset: cyp1a2_veith. (1) The compound is N#Cc1cccc(-c2ccc3ncnc(NCc4cccnc4)c3c2)c1. The result is 1 (inhibitor). (2) The molecule is COc1ccc2c3c([nH]c2c1)C(C)=NCC3.Cl.O.O. The result is 1 (inhibitor). (3) The compound is Cc1ccc(NC(=O)CCC(=O)NNS(=O)(=O)c2ccccc2)c(C)c1. The result is 0 (non-inhibitor). (4) The result is 0 (non-inhibitor). The molecule is CN(C)CCCN=C(N)N.O=S(=O)(O)O.